This data is from Forward reaction prediction with 1.9M reactions from USPTO patents (1976-2016). The task is: Predict the product of the given reaction. (1) Given the reactants [Cl:1][C:2]1[N:7]=[C:6]([NH:8]C(=O)C2C=CC=CC=2)[CH:5]=[C:4]([C:17]2[C:25]3[C:20](=[N:21][CH:22]=[CH:23][N:24]=3)[N:19](S(C3C=CC=CC=3)(=O)=O)[CH:18]=2)[CH:3]=1.Cl, predict the reaction product. The product is: [Cl:1][C:2]1[N:7]=[C:6]([NH2:8])[CH:5]=[C:4]([C:17]2[C:25]3[C:20](=[N:21][CH:22]=[CH:23][N:24]=3)[NH:19][CH:18]=2)[CH:3]=1. (2) Given the reactants P([O-])([O-])([O-])=O.[K+].[K+].[K+].Cl[C:10]1[CH:11]=[CH:12][C:13]2[N:19]3[CH2:20][C@H:16]([CH2:17][CH2:18]3)[N:15]([C:21]([NH:23][C:24]3[CH:29]=[N:28][CH:27]=[CH:26][N:25]=3)=[O:22])[C:14]=2[N:30]=1.[CH3:31][C:32]1[N:37]=[CH:36][C:35](B(O)O)=[CH:34][N:33]=1.CC(C1C=C(C(C)C)C(C2C=CC=CC=2P(C2CCCCC2)C2CCCCC2)=C(C(C)C)C=1)C, predict the reaction product. The product is: [CH3:31][C:32]1[N:37]=[CH:36][C:35]([C:10]2[CH:11]=[CH:12][C:13]3[N:19]4[CH2:20][C@H:16]([CH2:17][CH2:18]4)[N:15]([C:21]([NH:23][C:24]4[CH:29]=[N:28][CH:27]=[CH:26][N:25]=4)=[O:22])[C:14]=3[N:30]=2)=[CH:34][N:33]=1. (3) The product is: [C:15]([C:14]1[CH:17]=[CH:18][C:11]([C:8]2[N:6]3[N:7]=[C:2]([C:28]4[CH:36]=[CH:35][C:31]([C:32]([OH:34])=[O:33])=[CH:30][CH:29]=4)[CH:3]=[CH:4][C:5]3=[N:10][CH:9]=2)=[CH:12][CH:13]=1)#[N:16]. Given the reactants Cl[C:2]1[CH:3]=[CH:4][C:5]2[N:6]([C:8]([C:11]3[CH:18]=[CH:17][C:14]([C:15]#[N:16])=[CH:13][CH:12]=3)=[CH:9][N:10]=2)[N:7]=1.C([O-])([O-])=O.[Cs+].[Cs+].B([C:28]1[CH:36]=[CH:35][C:31]([C:32]([OH:34])=[O:33])=[CH:30][CH:29]=1)(O)O, predict the reaction product. (4) Given the reactants C[O:2][C:3](=[O:40])[CH2:4][O:5][C:6]1[CH:11]=[CH:10][C:9]([C@@H:12]2[C:16](=[O:17])[N:15]([C@H:18]([C:27](=[O:38])[NH:28][C:29]3[S:30][CH:31]=[C:32]([C:34](=[O:37])[CH2:35][CH3:36])[N:33]=3)[C@H:19]([C:21]3[CH:26]=[CH:25][CH:24]=[CH:23][CH:22]=3)[CH3:20])[C:14](=[O:39])[NH:13]2)=[CH:8][CH:7]=1.O.[OH-].[Li+], predict the reaction product. The product is: [O:39]=[C:14]1[NH:13][CH:12]([C:9]2[CH:10]=[CH:11][C:6]([O:5][CH2:4][C:3]([OH:40])=[O:2])=[CH:7][CH:8]=2)[C:16](=[O:17])[N:15]1[C@H:18]([C:27](=[O:38])[NH:28][C:29]1[S:30][CH:31]=[C:32]([C:34](=[O:37])[CH2:35][CH3:36])[N:33]=1)[C@H:19]([C:21]1[CH:26]=[CH:25][CH:24]=[CH:23][CH:22]=1)[CH3:20]. (5) Given the reactants [H-].[Na+].[NH:3]1[C:8]2[CH:9]=[CH:10][S:11][C:7]=2[C:6](=[O:12])[O:5][C:4]1=[O:13].I[CH2:15][C:16]([O:18][CH2:19][CH3:20])=[O:17], predict the reaction product. The product is: [O:13]=[C:4]1[N:3]([CH2:15][C:16]([O:18][CH2:19][CH3:20])=[O:17])[C:8]2[CH:9]=[CH:10][S:11][C:7]=2[C:6](=[O:12])[O:5]1. (6) Given the reactants C(OC([N:8]1[C:16]2[C:11](=[CH:12][C:13]([O:17][PH:18]([CH2:20]O)=[O:19])=[CH:14][CH:15]=2)[C:10]([C:22]2[N:23](C(OC(C)(C)C)=O)[C:24]3[C:29]([CH:30]=2)=[CH:28][C:27]([O:31][CH2:32][CH2:33][N:34]2[CH2:39][CH2:38][N:37](C(OC(C)(C)C)=O)[CH2:36][CH2:35]2)=[CH:26][CH:25]=3)=[N:9]1)=O)(C)(C)C.FC(F)(F)C(O)=[O:57], predict the reaction product. The product is: [N:34]1([CH2:33][CH2:32][O:31][C:27]2[CH:28]=[C:29]3[C:24](=[CH:25][CH:26]=2)[NH:23][C:22]([C:10]2[C:11]4[C:16](=[CH:15][CH:14]=[C:13]([O:17][P:18]([CH3:20])(=[O:19])[OH:57])[CH:12]=4)[NH:8][N:9]=2)=[CH:30]3)[CH2:39][CH2:38][NH:37][CH2:36][CH2:35]1. (7) The product is: [F:19][C:2]1([F:1])[CH2:3][CH2:4][CH:5]([NH:8][C:9]2[N:18]=[CH:17][CH:16]=[CH:15][C:10]=2[C:11]([OH:13])=[O:12])[CH2:6][CH2:7]1. Given the reactants [F:1][C:2]1([F:19])[CH2:7][CH2:6][CH:5]([NH:8][C:9]2[N:18]=[CH:17][CH:16]=[CH:15][C:10]=2[C:11]([O:13]C)=[O:12])[CH2:4][CH2:3]1.[OH-].[K+], predict the reaction product. (8) Given the reactants [N:1]1([C:7]2[CH:15]=[CH:14][CH:13]=[C:12]3[C:8]=2[CH2:9][CH2:10][C@@H:11]3[OH:16])[CH2:6][CH2:5][O:4][CH2:3][CH2:2]1.[CH3:17][O:18][C:19](=[O:31])[CH2:20][C@H:21]1[C:25]2[CH:26]=[CH:27][C:28](O)=[CH:29][C:24]=2[O:23][CH2:22]1, predict the reaction product. The product is: [CH3:17][O:18][C:19](=[O:31])[CH2:20][C@H:21]1[C:25]2[CH:26]=[CH:27][C:28]([O:16][C@H:11]3[C:12]4[C:8](=[C:7]([N:1]5[CH2:2][CH2:3][O:4][CH2:5][CH2:6]5)[CH:15]=[CH:14][CH:13]=4)[CH2:9][CH2:10]3)=[CH:29][C:24]=2[O:23][CH2:22]1. (9) Given the reactants [Cl:1][C:2]1[N:7]=[C:6]([C:8](O)=[O:9])[CH:5]=[C:4]([N:11]2[CH2:16][CH2:15][CH:14]([C:17]3[C:25]4[C:20](=[N:21][CH:22]=[CH:23][CH:24]=4)[NH:19][N:18]=3)[CH2:13][CH2:12]2)[N:3]=1.Cl.[C:27]12([NH2:32])[CH2:31][CH:29]([CH2:30]1)[CH2:28]2.CN(C(ON1N=NC2C=CC=NC1=2)=[N+](C)C)C.F[P-](F)(F)(F)(F)F.Cl, predict the reaction product. The product is: [C:27]12([NH:32][C:8]([C:6]3[CH:5]=[C:4]([N:11]4[CH2:12][CH2:13][CH:14]([C:17]5[C:25]6[C:20](=[N:21][CH:22]=[CH:23][CH:24]=6)[NH:19][N:18]=5)[CH2:15][CH2:16]4)[N:3]=[C:2]([Cl:1])[N:7]=3)=[O:9])[CH2:31][CH:29]([CH2:30]1)[CH2:28]2.